This data is from Full USPTO retrosynthesis dataset with 1.9M reactions from patents (1976-2016). The task is: Predict the reactants needed to synthesize the given product. Given the product [NH2:17][C@@H:15]1[CH2:16][C@H:14]1[C:11]1[CH:12]=[CH:13][C:8]([OH:7])=[CH:9][CH:10]=1.[CH3:18][C:19]1[CH:24]=[CH:23][C:22]([S:25]([OH:28])(=[O:27])=[O:26])=[CH:21][CH:20]=1, predict the reactants needed to synthesize it. The reactants are: COCCOC[O:7][C:8]1[CH:13]=[CH:12][C:11]([C@@H:14]2[CH2:16][C@H:15]2[NH2:17])=[CH:10][CH:9]=1.[CH3:18][C:19]1[CH:20]=[CH:21][C:22]([S:25]([OH:28])(=[O:27])=[O:26])=[CH:23][CH:24]=1.O.[OH-].[Na+].O.